The task is: Regression. Given a peptide amino acid sequence and an MHC pseudo amino acid sequence, predict their binding affinity value. This is MHC class II binding data.. This data is from Peptide-MHC class II binding affinity with 134,281 pairs from IEDB. (1) The peptide sequence is TGVAVSRGTAKLRWF. The MHC is DRB3_0301 with pseudo-sequence DRB3_0301. The binding affinity (normalized) is 0.808. (2) The peptide sequence is KDKWIELKESWGAIW. The MHC is DRB3_0101 with pseudo-sequence DRB3_0101. The binding affinity (normalized) is 0.182. (3) The peptide sequence is AFKVAATAANAAPANY. The MHC is DRB3_0101 with pseudo-sequence DRB3_0101. The binding affinity (normalized) is 0.147. (4) The peptide sequence is EYRLRGEERKNFLELLR. The MHC is DRB1_0404 with pseudo-sequence DRB1_0404. The binding affinity (normalized) is 0.